From a dataset of Full USPTO retrosynthesis dataset with 1.9M reactions from patents (1976-2016). Predict the reactants needed to synthesize the given product. (1) Given the product [Br:1][C:2]1[CH:3]=[C:4]([C:11]#[C:10][CH:12]2[CH2:17][CH2:16][CH2:15][CH2:14][CH2:13]2)[C:5]([NH2:8])=[N:6][CH:7]=1, predict the reactants needed to synthesize it. The reactants are: [Br:1][C:2]1[CH:3]=[C:4](I)[C:5]([NH2:8])=[N:6][CH:7]=1.[C:10]([CH:12]1[CH2:17][CH2:16][CH2:15][CH2:14][CH2:13]1)#[CH:11]. (2) Given the product [CH3:19][N:20]([CH2:11][C:9]1[S:10][C:5]2[C:4]([N:13]3[CH2:18][CH2:17][O:16][CH2:15][CH2:14]3)=[N:3][C:2]([C:54]3[CH:55]=[N:56][CH:57]=[CH:58][CH:59]=3)=[N:7][C:6]=2[CH:8]=1)[CH:21]1[CH2:26][CH2:25][N:24]([CH3:27])[CH2:23][CH2:22]1, predict the reactants needed to synthesize it. The reactants are: Cl[C:2]1[N:3]=[C:4]([N:13]2[CH2:18][CH2:17][O:16][CH2:15][CH2:14]2)[C:5]2[S:10][C:9]([CH:11]=O)=[CH:8][C:6]=2[N:7]=1.[CH3:19][NH:20][CH:21]1[CH2:26][CH2:25][N:24]([CH3:27])[CH2:23][CH2:22]1.CC(O)=O.[BH-](OC(C)=O)(OC(C)=O)OC(C)=O.[Na+].CC1(C)C(C)(C)OB([C:54]2[CH:55]=[N:56][CH:57]=[CH:58][CH:59]=2)O1. (3) Given the product [NH2:1][C:2]1[N:3]=[CH:4][C:5]([C:8]2[C:9]([F:19])=[C:10]([C:11]([CH:14]3[CH2:15][CH2:16][CH2:17]3)=[CH:12][CH:13]=2)[O:18][C:21]2[CH:26]=[CH:25][N:24]=[C:23]([C:27]#[N:28])[N:22]=2)=[N:6][CH:7]=1, predict the reactants needed to synthesize it. The reactants are: [NH2:1][C:2]1[N:3]=[CH:4][C:5]([C:8]2[C:9]([F:19])=[C:10]([OH:18])[C:11]([CH:14]3[CH2:17][CH2:16][CH2:15]3)=[CH:12][CH:13]=2)=[N:6][CH:7]=1.Cl[C:21]1[CH:26]=[CH:25][N:24]=[C:23]([C:27]#[N:28])[N:22]=1. (4) Given the product [C:2]1([C:1]2[CH:16]=[C:17]([CH2:18][OH:19])[O:9][N:8]=2)[CH:7]=[CH:6][CH:5]=[CH:4][CH:3]=1, predict the reactants needed to synthesize it. The reactants are: [CH:1](=[N:8][OH:9])[C:2]1[CH:7]=[CH:6][CH:5]=[CH:4][CH:3]=1.ClCCl.ClN1[C:18](=[O:19])[CH2:17][CH2:16]C1=O.C(O)C#C. (5) Given the product [NH:8]1[CH2:13][CH2:12][CH2:11][C@@H:10]([N:14]2[CH2:23][CH2:22][C:21]3[C:16](=[CH:17][CH:18]=[C:19]([C:24]4[CH:29]=[CH:28][C:27]([C:30]([N:32]5[CH2:33][CH2:34][CH2:35][CH2:36]5)=[O:31])=[CH:26][CH:25]=4)[CH:20]=3)[C:15]2=[O:37])[CH2:9]1, predict the reactants needed to synthesize it. The reactants are: C([N:8]1[CH2:13][CH2:12][CH2:11][C@@H:10]([N:14]2[CH2:23][CH2:22][C:21]3[C:16](=[CH:17][CH:18]=[C:19]([C:24]4[CH:29]=[CH:28][C:27]([C:30]([N:32]5[CH2:36][CH2:35][CH2:34][CH2:33]5)=[O:31])=[CH:26][CH:25]=4)[CH:20]=3)[C:15]2=[O:37])[CH2:9]1)C1C=CC=CC=1. (6) Given the product [F:1][C:2]1[N:3]=[CH:4][C:5]([NH2:14])=[C:6]([N:8]2[CH2:13][CH2:12][O:11][CH2:10][CH2:9]2)[CH:7]=1, predict the reactants needed to synthesize it. The reactants are: [F:1][C:2]1[CH:7]=[C:6]([N:8]2[CH2:13][CH2:12][O:11][CH2:10][CH2:9]2)[C:5]([N+:14]([O-])=O)=[CH:4][N:3]=1. (7) Given the product [Br:1][C:2]1[CH:7]=[CH:6][C:5]([C:8]2[CH:13]=[CH:12][C:11]([Br:14])=[CH:10][C:9]=2[N+:15]([O-:17])=[O:16])=[C:4]([O:22][CH3:21])[CH:3]=1, predict the reactants needed to synthesize it. The reactants are: [Br:1][C:2]1[CH:7]=[CH:6][C:5]([C:8]2[CH:13]=[CH:12][C:11]([Br:14])=[CH:10][C:9]=2[N+:15]([O-:17])=[O:16])=[C:4]([N+]([O-])=O)[CH:3]=1.[CH3:21][O-:22].[Na+].CO. (8) Given the product [C:1]([C:3]1[C:4](=[O:37])[C:5]([CH3:36])([CH3:35])[C@H:6]2[C@:23]([CH3:25])([CH:24]=1)[C:22]1[C@:9]([CH3:34])([C@@:10]3([CH3:33])[C@:19]([OH:27])([C:20](=[O:26])[CH:21]=1)[C@H:18]1[C@:13]([CH3:32])([CH2:14][CH2:15][C@:16]([CH3:31])([C:28]([NH:41][CH2:38][C:51]4[O:47][CH:48]=[N:49][CH:50]=4)=[O:29])[CH2:17]1)[CH2:12][CH2:11]3)[CH2:8][CH2:7]2)#[N:2], predict the reactants needed to synthesize it. The reactants are: [C:1]([C:3]1[C:4](=[O:37])[C:5]([CH3:36])([CH3:35])[C@H:6]2[C@:23]([CH3:25])([CH:24]=1)[C:22]1[C@:9]([CH3:34])([C@@:10]3([CH3:33])[C@:19]([OH:27])([C:20](=[O:26])[CH:21]=1)[C@H:18]1[C@:13]([CH3:32])([CH2:14][CH2:15][C@:16]([CH3:31])([C:28](O)=[O:29])[CH2:17]1)[CH2:12][CH2:11]3)[CH2:8][CH2:7]2)#[N:2].[CH:38]([N:41](CC)C(C)C)(C)C.[O:47]1[C:51](NC)=[CH:50][N:49]=[CH:48]1. (9) Given the product [O:16]1[C:17]2[CH:23]=[CH:22][CH:21]=[CH:20][C:18]=2[CH:19]=[C:15]1[C:12]1[O:11][C:10](=[O:24])[C:9]([CH3:25])=[C:8]([OH:7])[C:13]=1[CH3:14], predict the reactants needed to synthesize it. The reactants are: O[Li].O.C([O:7][C:8]1[C:13]([CH3:14])=[C:12]([C:15]2[O:16][C:17]3[CH:23]=[CH:22][CH:21]=[CH:20][C:18]=3[CH:19]=2)[O:11][C:10](=[O:24])[C:9]=1[CH3:25])(=O)C. (10) Given the product [C:14]([NH:13][C:11]([C:10]1[C:4]2[C:5](=[N:6][CH:7]=[C:2]([NH:34][C:32]3[CH:31]=[N:30][N:29]([CH2:27][CH3:28])[CH:33]=3)[N:3]=2)[N:8]([CH2:18][O:19][CH2:20][CH2:21][Si:22]([CH3:25])([CH3:24])[CH3:23])[CH:9]=1)=[O:12])([CH3:17])([CH3:16])[CH3:15], predict the reactants needed to synthesize it. The reactants are: Br[C:2]1[N:3]=[C:4]2[C:10]([C:11]([NH:13][C:14]([CH3:17])([CH3:16])[CH3:15])=[O:12])=[CH:9][N:8]([CH2:18][O:19][CH2:20][CH2:21][Si:22]([CH3:25])([CH3:24])[CH3:23])[C:5]2=[N:6][CH:7]=1.Cl.[CH2:27]([N:29]1[CH:33]=[C:32]([NH2:34])[CH:31]=[N:30]1)[CH3:28].CC(C)([O-])C.[Na+].